Dataset: Reaction yield outcomes from USPTO patents with 853,638 reactions. Task: Predict the reaction yield, written as a fraction of the theoretical maximum amount of product (1.0 means a 100% yield; for example, 0.34 means a 34% yield). (1) The reactants are [F:1][C:2]1[CH:3]=[C:4]2[C:8](=[CH:9][CH:10]=1)[NH:7][N:6]=[C:5]2[I:11].Cl[CH2:13][CH2:14][CH2:15][O:16][Si:17]([C:20]([CH3:23])([CH3:22])[CH3:21])([CH3:19])[CH3:18]. No catalyst specified. The product is [O:16]([CH2:15][CH2:14][CH2:13][N:7]1[C:8]2[C:4](=[CH:3][C:2]([F:1])=[CH:10][CH:9]=2)[C:5]([I:11])=[N:6]1)[Si:17]([C:20]([CH3:22])([CH3:21])[CH3:23])([CH3:18])[CH3:19]. The yield is 0.790. (2) The reactants are [NH2:1][C:2]1[S:3][CH:4]=[CH:5][N:6]=1.[CH3:7][C:8]1([CH3:16])[C:10]([CH3:12])([CH3:11])[CH:9]1[C:13](Cl)=[O:14].C(N(CC)CC)C. The catalyst is C(Cl)Cl.C(Cl)(Cl)Cl.O. The product is [CH3:7][C:8]1([CH3:16])[C:10]([CH3:12])([CH3:11])[CH:9]1[C:13]([NH:1][C:2]1[S:3][CH:4]=[CH:5][N:6]=1)=[O:14]. The yield is 0.140.